From a dataset of Reaction yield outcomes from USPTO patents with 853,638 reactions. Predict the reaction yield, written as a fraction of the theoretical maximum amount of product (1.0 means a 100% yield; for example, 0.34 means a 34% yield). (1) The reactants are C([Mg]Cl)(C)C.[CH:6]1([NH:9][C:10]2[C:14]3[CH:15]=[CH:16][CH:17]=[C:18](I)[C:13]=3[O:12][N:11]=2)[CH2:8][CH2:7]1.[B:20](OC(C)C)([O:25]C(C)C)[O:21]C(C)C.Cl. The catalyst is O1CCCC1.O. The product is [CH:6]1([NH:9][C:10]2[C:14]3[CH:15]=[CH:16][CH:17]=[C:18]([B:20]([OH:25])[OH:21])[C:13]=3[O:12][N:11]=2)[CH2:8][CH2:7]1. The yield is 0.390. (2) The reactants are [CH3:1][C:2]1([CH3:14])[CH2:6][C:5](=[O:7])[CH:4]([C:8]2[N:12]([CH3:13])[N:11]=[CH:10][CH:9]=2)[CH2:3]1.[BH4-].[Na+].O. The catalyst is CO. The product is [CH3:1][C:2]1([CH3:14])[CH2:6][C@H:5]([OH:7])[C@@H:4]([C:8]2[N:12]([CH3:13])[N:11]=[CH:10][CH:9]=2)[CH2:3]1. The yield is 0.520. (3) The reactants are [CH3:1][O:2][C:3]1[CH:30]=[CH:29][C:6]2[C:7]([C:15]([C:17]3[CH:22]=[C:21]([O:23][CH3:24])[C:20]([O:25][CH3:26])=[C:19]([O:27][CH3:28])[CH:18]=3)=[O:16])=[C:8]([C:10]3[CH:11]=[N:12][NH:13][CH:14]=3)[O:9][C:5]=2[CH:4]=1.ClCCl.[CH3:34][O:35][C:36]1[CH:41]=[CH:40][C:39](B(O)O)=[CH:38][CH:37]=1.O=O. The catalyst is N1C=CC=CC=1. The product is [CH3:1][O:2][C:3]1[CH:30]=[CH:29][C:6]2[C:7]([C:15]([C:17]3[CH:18]=[C:19]([O:27][CH3:28])[C:20]([O:25][CH3:26])=[C:21]([O:23][CH3:24])[CH:22]=3)=[O:16])=[C:8]([C:10]3[CH:14]=[N:13][N:12]([C:39]4[CH:40]=[CH:41][C:36]([O:35][CH3:34])=[CH:37][CH:38]=4)[CH:11]=3)[O:9][C:5]=2[CH:4]=1. The yield is 0.150.